From a dataset of Catalyst prediction with 721,799 reactions and 888 catalyst types from USPTO. Predict which catalyst facilitates the given reaction. (1) Reactant: [C:1](Cl)(=O)[C:2](Cl)=O.[CH3:7][N:8]([CH3:11])[CH:9]=O.N1[CH:17]=[CH:16][CH:15]=[CH:14][CH:13]=1.[F:18][C:19]([F:33])([F:32])[C:20](=[N:22][NH:23][C:24]1[CH:29]=[CH:28][C:27]([O:30][CH3:31])=[CH:26][CH:25]=1)[NH2:21].Cl[CH2:35]Cl. Product: [CH3:31][O:30][C:27]1[CH:26]=[CH:25][C:24]([N:23]2[C:35]([C:15]3[CH:16]=[CH:17][C:7]([N:8]4[CH:11]=[CH:2][CH:1]=[CH:9]4)=[CH:13][CH:14]=3)=[N:21][C:20]([C:19]([F:32])([F:33])[F:18])=[N:22]2)=[CH:29][CH:28]=1. The catalyst class is: 12. (2) Reactant: [CH2:1]([N:4]1[C:9]2[CH:10]=[CH:11][CH:12]=[CH:13][C:8]=2[O:7][CH2:6][C:5]1=[O:14])[CH:2]=[CH2:3].[Cl:15][C:16]1[CH:21]=[C:20]([O:22][CH3:23])[CH:19]=[CH:18][C:17]=1[CH2:24][C:25](Cl)=[O:26].[Al+3].[Cl-].[Cl-].[Cl-]. Product: [CH2:1]([N:4]1[C:9]2[CH:10]=[C:11]([C:25](=[O:26])[CH2:24][C:17]3[CH:18]=[CH:19][C:20]([O:22][CH3:23])=[CH:21][C:16]=3[Cl:15])[CH:12]=[CH:13][C:8]=2[O:7][CH2:6][C:5]1=[O:14])[CH:2]=[CH2:3]. The catalyst class is: 26. (3) Reactant: [CH3:1][CH:2]([N:4]([C:14]([C@H:16]1[CH2:21][CH2:20][C@H:19]([C:22]([F:25])([F:24])[F:23])[CH2:18][CH2:17]1)=[O:15])[C:5]1[CH:9]=[CH:8][S:7][C:6]=1[C:10]([O:12][CH3:13])=[O:11])[CH3:3].[Li+].CC([N-]C(C)C)C.C[O:35][B:36](OC)[O:37]C.Cl. Product: [CH3:3][CH:2]([N:4]([C:14]([C@H:16]1[CH2:17][CH2:18][C@H:19]([C:22]([F:25])([F:24])[F:23])[CH2:20][CH2:21]1)=[O:15])[C:5]1[CH:9]=[C:8]([B:36]([OH:37])[OH:35])[S:7][C:6]=1[C:10]([O:12][CH3:13])=[O:11])[CH3:1]. The catalyst class is: 49. (4) Reactant: C([O:3][C:4](=[O:42])[CH:5]([OH:41])[CH2:6][NH:7][C:8](=[O:40])[C:9]1[CH:14]=[CH:13][C:12]([CH:15]([NH:28][C:29]([NH:31][C:32]2[CH:37]=[C:36]([Cl:38])[CH:35]=[C:34]([Cl:39])[CH:33]=2)=[O:30])[C:16]2[CH:21]=[CH:20][C:19]([C:22]3[CH2:27][CH2:26][CH2:25][CH2:24][CH:23]=3)=[CH:18][CH:17]=2)=[CH:11][CH:10]=1)C.[OH-].[Na+].Cl. Product: [C:22]1([C:19]2[CH:18]=[CH:17][C:16]([CH:15]([NH:28][C:29]([NH:31][C:32]3[CH:33]=[C:34]([Cl:39])[CH:35]=[C:36]([Cl:38])[CH:37]=3)=[O:30])[C:12]3[CH:13]=[CH:14][C:9]([C:8]([NH:7][CH2:6][CH:5]([OH:41])[C:4]([OH:42])=[O:3])=[O:40])=[CH:10][CH:11]=3)=[CH:21][CH:20]=2)[CH2:27][CH2:26][CH2:25][CH2:24][CH:23]=1. The catalyst class is: 353. (5) Reactant: Cl[CH2:2][C:3](Cl)=[O:4].[NH2:6][C:7]1[C:12]([OH:13])=[CH:11][CH:10]=[CH:9][C:8]=1[OH:14].C([O-])([O-])=O.[K+].[K+]. Product: [OH:13][C:12]1[C:7]2[NH:6][C:3](=[O:4])[CH2:2][O:14][C:8]=2[CH:9]=[CH:10][CH:11]=1. The catalyst class is: 3. (6) Reactant: [C:1]([C:5]1[CH:31]=[CH:30][C:8]([NH:9][C:10]2[CH:29]=[CH:28][C:13]([O:14][C:15]3[C:24]4[C:19](=[CH:20][C:21]([OH:27])=[C:22]([O:25][CH3:26])[CH:23]=4)[N:18]=[CH:17][CH:16]=3)=[CH:12][CH:11]=2)=[CH:7][CH:6]=1)([CH3:4])([CH3:3])[CH3:2].[C:32](=O)([O-])[O-].[K+].[K+].[NH:38]1[CH2:43][CH2:42][O:41][CH2:40][CH2:39]1.O.C([O:48][CH2:49][CH3:50])(=O)C. Product: [C:1]([C:5]1[CH:31]=[CH:30][C:8]([NH:9][C:10]2[CH:29]=[CH:28][C:13]([O:14][C:15]3[C:24]4[C:19](=[CH:20][C:21]([O:27][CH2:32][C@@H:49]([OH:48])[CH2:50][N:38]5[CH2:43][CH2:42][O:41][CH2:40][CH2:39]5)=[C:22]([O:25][CH3:26])[CH:23]=4)[N:18]=[CH:17][CH:16]=3)=[CH:12][CH:11]=2)=[CH:7][CH:6]=1)([CH3:4])([CH3:2])[CH3:3]. The catalyst class is: 9. (7) Product: [CH3:30][O:31][C:32]1[CH:33]=[C:34]([CH:38]=[CH:39][C:40]=1[C:41]([CH3:44])([CH3:43])[CH3:42])[C:35]([N:10]1[C@@H:11]([C:12]2[S:13][CH:14]=[CH:15][N:16]=2)[C@@H:7]([C:2]2[CH:3]=[N:4][CH:5]=[CH:6][N:1]=2)[CH2:8][C@@:9]1([CH2:24][C:25]1[N:26]=[CH:27][S:28][CH:29]=1)[C:17]([O:19][C:20]([CH3:23])([CH3:21])[CH3:22])=[O:18])=[O:36]. The catalyst class is: 4. Reactant: [N:1]1[CH:6]=[CH:5][N:4]=[CH:3][C:2]=1[C@@H:7]1[C@H:11]([C:12]2[S:13][CH:14]=[CH:15][N:16]=2)[NH:10][C@:9]([CH2:24][C:25]2[N:26]=[CH:27][S:28][CH:29]=2)([C:17]([O:19][C:20]([CH3:23])([CH3:22])[CH3:21])=[O:18])[CH2:8]1.[CH3:30][O:31][C:32]1[CH:33]=[C:34]([CH:38]=[CH:39][C:40]=1[C:41]([CH3:44])([CH3:43])[CH3:42])[C:35](Cl)=[O:36].C(N(CC)CC)C. (8) Reactant: [NH2:1][C:2]1[C:3]([C:10]([NH:12][C:13](SC)=[NH:14])=[O:11])=[N:4][C:5]([Cl:9])=[C:6]([NH2:8])[N:7]=1.Cl.Cl.[NH2:19][CH:20]1[CH:25]2[CH2:26][CH2:27][N:22]([CH2:23][CH2:24]2)[CH2:21]1.C(N(CC)CC)C. Product: [N:22]12[CH2:27][CH2:26][CH:25]([CH2:24][CH2:23]1)[CH:20]([NH:19][C:13]([NH:12][C:10]([C:3]1[C:2]([NH2:1])=[N:7][C:6]([NH2:8])=[C:5]([Cl:9])[N:4]=1)=[O:11])=[NH:14])[CH2:21]2. The catalyst class is: 7. (9) Reactant: FC(F)(F)S(O[C:7]1[C:12]([C:13]#[N:14])=[CH:11][C:10]([Br:15])=[C:9]([CH:16]([CH3:18])[CH3:17])[N:8]=1)(=O)=O.[CH3:21][C@@H:22]1[CH2:27][NH:26][CH2:25][CH2:24][NH:23]1.C(N(CC)CC)C. Product: [Br:15][C:10]1[C:9]([CH:16]([CH3:18])[CH3:17])=[N:8][C:7]([N:26]2[CH2:25][CH2:24][NH:23][C@H:22]([CH3:21])[CH2:27]2)=[C:12]([CH:11]=1)[C:13]#[N:14]. The catalyst class is: 23. (10) Reactant: [Cl:1][C:2]1[CH:7]=[C:6]([F:8])[CH:5]=[CH:4][C:3]=1[OH:9].F[C:11]1[CH:18]=[CH:17][CH:16]=[C:15]([C:19]([F:22])([F:21])[F:20])[C:12]=1[CH:13]=[O:14].C([O-])([O-])=O.[Cs+].[Cs+].O. Product: [Cl:1][C:2]1[CH:7]=[C:6]([F:8])[CH:5]=[CH:4][C:3]=1[O:9][C:11]1[CH:18]=[CH:17][CH:16]=[C:15]([C:19]([F:20])([F:22])[F:21])[C:12]=1[CH:13]=[O:14]. The catalyst class is: 3.